From a dataset of Reaction yield outcomes from USPTO patents with 853,638 reactions. Predict the reaction yield, written as a fraction of the theoretical maximum amount of product (1.0 means a 100% yield; for example, 0.34 means a 34% yield). The reactants are [CH3:1][CH:2]1[C:7]([CH3:19])([C:8]2[CH:13]=[CH:12][CH:11]=[C:10]([C:14]3[N:15]=[N:16][NH:17][CH:18]=3)[CH:9]=2)[CH2:6][CH2:5][NH:4][CH2:3]1.Br[CH2:21][CH2:22][C:23]1[CH:28]=[CH:27][CH:26]=[C:25]([CH3:29])[CH:24]=1.C(=O)([O-])O.[Na+]. The catalyst is CN(C)C=O. The product is [CH3:1][CH:2]1[C:7]([CH3:19])([C:8]2[CH:13]=[CH:12][CH:11]=[C:10]([C:14]3[N:15]=[N:16][NH:17][CH:18]=3)[CH:9]=2)[CH2:6][CH2:5][N:4]([CH2:21][CH2:22][C:23]2[CH:28]=[CH:27][CH:26]=[C:25]([CH3:29])[CH:24]=2)[CH2:3]1. The yield is 0.128.